Dataset: Full USPTO retrosynthesis dataset with 1.9M reactions from patents (1976-2016). Task: Predict the reactants needed to synthesize the given product. (1) Given the product [N:8]1[C:9]2[C:4](=[CH:3][C:2]([O:1][CH:13]([CH2:23][CH3:24])[C:14]([NH:16][C:17]([CH3:22])([CH3:21])[C:18]#[C:19][CH3:20])=[O:15])=[CH:11][CH:10]=2)[CH:5]=[N:6][CH:7]=1, predict the reactants needed to synthesize it. The reactants are: [OH:1][C:2]1[CH:3]=[C:4]2[C:9](=[CH:10][CH:11]=1)[N:8]=[CH:7][N:6]=[CH:5]2.Br[CH:13]([CH2:23][CH3:24])[C:14]([NH:16][C:17]([CH3:22])([CH3:21])[C:18]#[C:19][CH3:20])=[O:15].C(=O)([O-])[O-].[K+].[K+].C(OCC)(=O)C.CCCCCC. (2) Given the product [C:14]([O:18][C:19]([NH:21][C@@H:22]([CH2:26][CH2:27][CH2:28][CH2:29][CH2:30][CH:31]=[CH2:32])[C:23]([N:57]1[C@H:53]([C:51](=[O:52])[NH:50][C@:45]2([C:43]([O:42][CH2:40][CH3:41])=[O:44])[CH2:47][C@H:46]2[CH:48]=[CH2:49])[CH2:54][C@@H:55]([O:58][C:59]([N:61]2[CH2:69][C:68]3[C:63](=[CH:64][CH:65]=[CH:66][C:67]=3[F:70])[CH2:62]2)=[O:60])[CH2:56]1)=[O:25])=[O:20])([CH3:15])([CH3:16])[CH3:17], predict the reactants needed to synthesize it. The reactants are: C1([NH2+]C2CCCCC2)CCCCC1.[C:14]([O:18][C:19]([NH:21][C@@H:22]([CH2:26][CH2:27][CH2:28][CH2:29][CH2:30][CH:31]=[CH2:32])[C:23]([O-:25])=O)=[O:20])([CH3:17])([CH3:16])[CH3:15].C(Cl)(=O)C(C)(C)C.[CH2:40]([O:42][C:43]([C@@:45]1([NH:50][C:51]([C@H:53]2[NH:57][CH2:56][C@H:55]([O:58][C:59]([N:61]3[CH2:69][C:68]4[C:63](=[CH:64][CH:65]=[CH:66][C:67]=4[F:70])[CH2:62]3)=[O:60])[CH2:54]2)=[O:52])[CH2:47][C@H:46]1[CH:48]=[CH2:49])=[O:44])[CH3:41]. (3) Given the product [Cl:1][C:2]1[CH:10]=[CH:9][C:8]([CH3:11])=[CH:7][C:3]=1[C:4]([O:6][CH3:12])=[O:5], predict the reactants needed to synthesize it. The reactants are: [Cl:1][C:2]1[CH:10]=[CH:9][C:8]([CH3:11])=[CH:7][C:3]=1[C:4]([OH:6])=[O:5].[CH3:12]O. (4) Given the product [CH2:1]([O:8][C:9]1[CH:14]=[C:13]([C:15]([NH:17][CH2:18][CH3:19])=[O:16])[CH:12]=[CH:11][C:10]=1[N:20]1[C:24]([CH3:25])=[C:23]([C:26]([NH:32][CH:29]2[CH2:31][CH2:30]2)=[O:27])[N:22]=[N:21]1)[C:2]1[CH:3]=[CH:4][CH:5]=[CH:6][CH:7]=1, predict the reactants needed to synthesize it. The reactants are: [CH2:1]([O:8][C:9]1[CH:14]=[C:13]([C:15]([NH:17][CH2:18][CH3:19])=[O:16])[CH:12]=[CH:11][C:10]=1[N:20]1[C:24]([CH3:25])=[C:23]([C:26](O)=[O:27])[N:22]=[N:21]1)[C:2]1[CH:7]=[CH:6][CH:5]=[CH:4][CH:3]=1.[CH:29]1([NH2:32])[CH2:31][CH2:30]1.C1C=CC2N(O)N=NC=2C=1.CCN=C=NCCCN(C)C. (5) Given the product [CH2:1]([C:3]1[CH:4]=[C:5]([C:11]2[CH:12]=[C:13]3[C:17](=[CH:18][CH:19]=2)[C:16](=[O:20])[CH:15]([CH2:21][C:22]([NH:24][CH2:25][C:26]2[CH:31]=[N:30][C:29]([CH3:32])=[CH:28][N:27]=2)=[O:23])[CH2:14]3)[CH:6]=[CH:7][C:8]=1[OH:9])[CH3:2], predict the reactants needed to synthesize it. The reactants are: [CH2:1]([C:3]1[CH:4]=[C:5]([C:11]2[CH:12]=[C:13]3[C:17](=[CH:18][CH:19]=2)[C:16](=[O:20])[CH:15]([CH2:21][C:22]([NH:24][CH2:25][C:26]2[CH:31]=[N:30][C:29]([CH3:32])=[CH:28][N:27]=2)=[O:23])[CH2:14]3)[CH:6]=[CH:7][C:8]=1[O:9]C)[CH3:2].B(Br)(Br)Br.CCOC(C)=O.O. (6) Given the product [CH3:13][O:12][C:7]1[CH:8]=[CH:9][CH:10]=[C:11]2[C:6]=1[N:5]=[C:4]([CH3:14])[CH:3]=[C:2]2[NH:15][CH:16]([C:20]1[CH:25]=[CH:24][CH:23]=[CH:22][CH:21]=1)[C:17]([NH2:19])=[O:18], predict the reactants needed to synthesize it. The reactants are: Cl[C:2]1[C:11]2[C:6](=[C:7]([O:12][CH3:13])[CH:8]=[CH:9][CH:10]=2)[N:5]=[C:4]([CH3:14])[CH:3]=1.[NH2:15][CH:16]([C:20]1[CH:25]=[CH:24][CH:23]=[CH:22][CH:21]=1)[C:17]([NH2:19])=[O:18].CN(C)C=O. (7) Given the product [NH2:15][C:28]1[C:27]([CH3:29])=[CH:26][C:25]([OH:30])=[CH:24][C:23]=1[CH3:22], predict the reactants needed to synthesize it. The reactants are: N([O-])=O.[Na+].O.O.S([O-])(=O)(C1C=CC([NH2:15])=CC=1)=O.[Na+].Cl.[OH-].[Na+].[CH3:22][C:23]1[CH:24]=[C:25]([OH:30])[CH:26]=[C:27]([CH3:29])[CH:28]=1.S(S([O-])(=O)=O)([O-])(=O)=O.[Na+].[Na+].